From a dataset of Full USPTO retrosynthesis dataset with 1.9M reactions from patents (1976-2016). Predict the reactants needed to synthesize the given product. (1) Given the product [C:1]([CH2:3][C@H:4]1[CH2:15][CH2:14][C:13]2[S:12][C:11]3[N:10]=[CH:9][N:8]=[C:7]([O:16][CH:17]4[CH2:18][CH2:19][CH:20]([N:23]([CH3:31])[C:24](=[O:30])[O:25][C:26]([CH3:28])([CH3:27])[CH3:29])[CH2:21][CH2:22]4)[C:6]=3[C:5]1=2)(=[O:32])[NH2:2], predict the reactants needed to synthesize it. The reactants are: [C:1]([CH2:3][C@H:4]1[CH2:15][CH2:14][C:13]2[S:12][C:11]3[N:10]=[CH:9][N:8]=[C:7]([O:16][CH:17]4[CH2:22][CH2:21][CH:20]([N:23]([CH3:31])[C:24](=[O:30])[O:25][C:26]([CH3:29])([CH3:28])[CH3:27])[CH2:19][CH2:18]4)[C:6]=3[C:5]1=2)#[N:2].[OH:32][Li].O.OO. (2) Given the product [N+:1]([C:4]1[S:5][CH:6]=[CH:7][C:8]=1[CH:9]1[O:13][CH2:12][CH2:11][O:10]1)([O-:3])=[O:2], predict the reactants needed to synthesize it. The reactants are: [N+:1]([C:4]1[S:5][CH:6]=[CH:7][C:8]=1[CH:9]=[O:10])([O-:3])=[O:2].[CH2:11](O)[CH2:12][OH:13].O.C1(C)C=CC(S(O)(=O)=O)=CC=1.C(=O)(O)[O-].[Na+]. (3) The reactants are: Cl[C:2]1[N:10]=[C:9]2[C:5]([N:6]=[C:7]([CH2:12][CH2:13][N:14]3[CH2:17][CH:16]([C:18]([OH:21])([CH3:20])[CH3:19])[CH2:15]3)[N:8]2[CH3:11])=[C:4]([N:22]2[CH2:27][CH2:26][O:25][CH2:24][CH2:23]2)[N:3]=1.[CH2:28]([C:30]1[NH:31][C:32]2[CH:38]=[CH:37][CH:36]=[CH:35][C:33]=2[N:34]=1)[CH3:29].CC(C1C=C(C(C)C)C(C2C=CC=CC=2P(C2CCCCC2)C2CCCCC2)=C(C(C)C)C=1)C.C([O-])([O-])=O.[Cs+].[Cs+]. Given the product [CH2:28]([C:30]1[N:31]([C:2]2[N:10]=[C:9]3[C:5]([N:6]=[C:7]([CH2:12][CH2:13][N:14]4[CH2:15][CH:16]([C:18]([OH:21])([CH3:20])[CH3:19])[CH2:17]4)[N:8]3[CH3:11])=[C:4]([N:22]3[CH2:23][CH2:24][O:25][CH2:26][CH2:27]3)[N:3]=2)[C:32]2[CH:38]=[CH:37][CH:36]=[CH:35][C:33]=2[N:34]=1)[CH3:29], predict the reactants needed to synthesize it. (4) Given the product [F:1][C:2]1([CH2:19][OH:22])[C:7]([F:8])=[CH:6][C:5]([F:9])=[C:4]([F:10])[CH:3]1[CH2:11][OH:16], predict the reactants needed to synthesize it. The reactants are: [F:1][C:2]1(CN)[C:7]([F:8])=[CH:6][C:5]([F:9])=[C:4]([F:10])[CH:3]1[CH2:11]N.N([O-])=[O:16].[Na+].[C:19](=[O:22])([O-])O.[Na+]. (5) Given the product [C:34]([C:33]1[CH:36]=[CH:37][C:30]([NH:29][CH2:28][CH2:27][NH:26][C:2]2[C:3]3[N:4]([N:16]=[C:17]([C:19]([O:21][CH2:22][CH3:23])=[O:20])[CH:18]=3)[CH:5]=[C:6]([C:8]3[CH:13]=[CH:12][C:11]([Cl:14])=[CH:10][C:9]=3[Cl:15])[N:7]=2)=[N:31][CH:32]=1)#[N:35], predict the reactants needed to synthesize it. The reactants are: Cl[C:2]1[C:3]2[N:4]([N:16]=[C:17]([C:19]([O:21][CH2:22][CH3:23])=[O:20])[CH:18]=2)[CH:5]=[C:6]([C:8]2[CH:13]=[CH:12][C:11]([Cl:14])=[CH:10][C:9]=2[Cl:15])[N:7]=1.Cl.Cl.[NH2:26][CH2:27][CH2:28][NH:29][C:30]1[CH:37]=[CH:36][C:33]([C:34]#[N:35])=[CH:32][N:31]=1.C(N(CC)C(C)C)(C)C.C(O)(=O)CC(CC(O)=O)(C(O)=O)O. (6) Given the product [C:1]([O:5][C:6]([N:8]1[CH2:16][C:15]2[C:10](=[CH:11][C:12]([C:23]([F:25])([F:26])[F:24])=[C:13]([CH:17]3[CH2:18][CH2:19][O:20][CH2:21][CH2:22]3)[CH:14]=2)[CH2:9]1)=[O:7])([CH3:4])([CH3:2])[CH3:3], predict the reactants needed to synthesize it. The reactants are: [C:1]([O:5][C:6]([N:8]1[CH2:16][C:15]2[C:10](=[CH:11][C:12]([C:23]([F:26])([F:25])[F:24])=[C:13]([C:17]3[CH2:18][CH2:19][O:20][CH2:21][CH:22]=3)[CH:14]=2)[CH2:9]1)=[O:7])([CH3:4])([CH3:3])[CH3:2].C([O-])=O.[NH4+]. (7) Given the product [CH3:21][CH:22]1[CH2:26][CH2:25][CH2:24][N:23]1[CH2:2][CH2:3][CH2:4][O:5][C:6]1[CH:11]=[CH:10][C:9]([C:12]2[S:13][C:14]3[CH2:15][NH:16][CH2:17][CH2:18][C:19]=3[N:20]=2)=[CH:8][CH:7]=1, predict the reactants needed to synthesize it. The reactants are: Cl[CH2:2][CH2:3][CH2:4][O:5][C:6]1[CH:11]=[CH:10][C:9]([C:12]2[S:13][C:14]3[CH2:15][NH:16][CH2:17][CH2:18][C:19]=3[N:20]=2)=[CH:8][CH:7]=1.[CH3:21][CH:22]1[CH2:26][CH2:25][CH2:24][NH:23]1.[I-].[Na+]. (8) Given the product [CH3:1][C:2]1[C:6]([C:7]2[CH:12]=[C:11]([CH:10]=[CH:9][C:8]=2[O:16][CH3:17])[NH2:13])=[C:5]([CH3:18])[O:4][N:3]=1, predict the reactants needed to synthesize it. The reactants are: [CH3:1][C:2]1[C:6]([C:7]2[CH:12]=[C:11]([N+:13]([O-])=O)[CH:10]=[CH:9][C:8]=2[O:16][CH3:17])=[C:5]([CH3:18])[O:4][N:3]=1.CC(O)=O.